The task is: Regression. Given a peptide amino acid sequence and an MHC pseudo amino acid sequence, predict their binding affinity value. This is MHC class II binding data.. This data is from Peptide-MHC class II binding affinity with 134,281 pairs from IEDB. (1) The peptide sequence is KGSNPNYLALLVKYV. The MHC is HLA-DQA10501-DQB10301 with pseudo-sequence HLA-DQA10501-DQB10301. The binding affinity (normalized) is 0.336. (2) The peptide sequence is SNKAFAEGLSGEPKG. The MHC is HLA-DQA10401-DQB10402 with pseudo-sequence HLA-DQA10401-DQB10402. The binding affinity (normalized) is 0.247. (3) The peptide sequence is YNHVVAANALLFLMS. The binding affinity (normalized) is 0.726. The MHC is DRB1_0301 with pseudo-sequence DRB1_0301. (4) The peptide sequence is QKFVDTILSENGVVA. The MHC is DRB3_0101 with pseudo-sequence DRB3_0101. The binding affinity (normalized) is 0.179. (5) The peptide sequence is YGNGILVGDNSFVSA. The MHC is HLA-DQA10102-DQB10501 with pseudo-sequence HLA-DQA10102-DQB10501. The binding affinity (normalized) is 0.692. (6) The peptide sequence is GSFVRTVSLPVGADE. The MHC is HLA-DPA10103-DPB10201 with pseudo-sequence HLA-DPA10103-DPB10201. The binding affinity (normalized) is 0.608. (7) The peptide sequence is AQLHVGAKQENWNTS. The MHC is DRB1_0404 with pseudo-sequence DRB1_0404. The binding affinity (normalized) is 0. (8) The binding affinity (normalized) is 0.156. The MHC is DRB1_1501 with pseudo-sequence DRB1_1501. The peptide sequence is RNMTMSMSMILVGVI.